Predict which catalyst facilitates the given reaction. From a dataset of Catalyst prediction with 721,799 reactions and 888 catalyst types from USPTO. Reactant: COC(=O)[C@H:4]([N:7]([C:17](=[O:28])[C@@H:18]([NH:20][C:21](OC(C)(C)C)=[O:22])[CH3:19])[CH2:8][C:9]1[CH:14]=[CH:13][C:12]([O:15][CH3:16])=[CH:11][CH:10]=1)[CH2:5][CH3:6].C(O)(C(F)(F)F)=O. Product: [CH2:5]([C@H:4]1[N:7]([CH2:8][C:9]2[CH:14]=[CH:13][C:12]([O:15][CH3:16])=[CH:11][CH:10]=2)[C:17](=[O:28])[C@H:18]([CH3:19])[NH:20][C:21]1=[O:22])[CH3:6]. The catalyst class is: 2.